This data is from Catalyst prediction with 721,799 reactions and 888 catalyst types from USPTO. The task is: Predict which catalyst facilitates the given reaction. (1) Reactant: [F:1][C:2]([F:25])([C:15]1[CH:16]=[C:17]2[C:22](=[CH:23][CH:24]=1)[N:21]=[CH:20][CH:19]=[CH:18]2)[C:3]1[N:7]2[N:8]=[C:9]([C:12](=O)[CH3:13])[CH:10]=[CH:11][C:6]2=[N:5][N:4]=1.[NH2:26][O:27][CH2:28][CH2:29][OH:30]. Product: [OH:30][CH2:29][CH2:28][O:27]/[N:26]=[C:12](/[C:9]1[CH:10]=[CH:11][C:6]2[N:7]([C:3]([C:2]([F:25])([F:1])[C:15]3[CH:16]=[C:17]4[C:22](=[CH:23][CH:24]=3)[N:21]=[CH:20][CH:19]=[CH:18]4)=[N:4][N:5]=2)[N:8]=1)\[CH3:13]. The catalyst class is: 5. (2) Reactant: Cl[C:2]1[C:11]2[N:12]=[C:13]([CH3:28])[N:14]([CH2:15][C:16]3[O:20][N:19]=[C:18]([C:21]4[CH:26]=[CH:25][C:24]([F:27])=[CH:23][CH:22]=4)[CH:17]=3)[C:10]=2[C:9]2[CH:8]=[CH:7][CH:6]=[CH:5][C:4]=2[N:3]=1.[NH3:29]. Product: [F:27][C:24]1[CH:25]=[CH:26][C:21]([C:18]2[CH:17]=[C:16]([CH2:15][N:14]3[C:10]4[C:9]5[CH:8]=[CH:7][CH:6]=[CH:5][C:4]=5[N:3]=[C:2]([NH2:29])[C:11]=4[N:12]=[C:13]3[CH3:28])[O:20][N:19]=2)=[CH:22][CH:23]=1. The catalyst class is: 5.